This data is from CYP3A4 inhibition data for predicting drug metabolism from PubChem BioAssay. The task is: Regression/Classification. Given a drug SMILES string, predict its absorption, distribution, metabolism, or excretion properties. Task type varies by dataset: regression for continuous measurements (e.g., permeability, clearance, half-life) or binary classification for categorical outcomes (e.g., BBB penetration, CYP inhibition). Dataset: cyp3a4_veith. (1) The molecule is COc1cc2c(cc1OC)CN(C(=S)Nc1ccccc1)CC2. The result is 1 (inhibitor). (2) The drug is CC(C)n1nnnc1SCC(=O)c1ccc2c(c1)OCCO2. The result is 0 (non-inhibitor). (3) The drug is O=C(c1ccccc1)N1CCSC1=S. The result is 0 (non-inhibitor). (4) The molecule is CC1(C)CC(=O)C(C(C2=C(O)CC(C)(C)CC2=O)c2ccco2)C(=O)C1. The result is 0 (non-inhibitor). (5) The compound is CCOC(=O)c1sc(C)c2c(=O)n(Cc3ccc(Cl)cc3)c(C)nc12. The result is 1 (inhibitor). (6) The molecule is CN1C2C=C3C(C#N)=C(N)C(C#N)(C#N)[C@H](c4c(F)cccc4F)[C@H]3C1CC2. The result is 1 (inhibitor). (7) The result is 1 (inhibitor). The drug is O=C(c1cccc(F)c1)N1CCC[C@@]2(CCN(c3cccc(-c4ccccc4)c3)C2)C1. (8) The compound is CCOC(=O)c1oc2nc(CC(C)C)c3c(c2c1N)CCC3. The result is 1 (inhibitor).